This data is from Catalyst prediction with 721,799 reactions and 888 catalyst types from USPTO. The task is: Predict which catalyst facilitates the given reaction. (1) Reactant: [Br:1][C:2]1[CH:7]=[C:6]([CH2:8]/[CH:9]=[CH:10]/[C:11]([F:14])([F:13])[F:12])[C:5]([OH:15])=[C:4]([N+:16]([O-:18])=[O:17])[CH:3]=1.C(=O)([O-])[O-].[K+].[K+].I[CH2:26][CH2:27][CH3:28].[I-]. Product: [Br:1][C:2]1[CH:7]=[C:6](/[CH:8]=[CH:9]/[CH2:10][C:11]([F:13])([F:14])[F:12])[C:5]([O:15][CH2:26][CH2:27][CH3:28])=[C:4]([N+:16]([O-:18])=[O:17])[CH:3]=1.[Br:1][C:2]1[CH:7]=[C:6]([CH2:8]/[CH:9]=[CH:10]/[C:11]([F:13])([F:14])[F:12])[C:5]([O:15][CH2:26][CH2:27][CH3:28])=[C:4]([N+:16]([O-:18])=[O:17])[CH:3]=1. The catalyst class is: 3. (2) Reactant: [Cl:1][C:2]1[CH:3]=[C:4]([C:9]2([C:27]([F:30])([F:29])[F:28])[CH2:13][CH2:12][N:11]([C:14]3[CH:23]=[CH:22][C:17]([C:18]([O:20]C)=[O:19])=[C:16]([N+:24]([O-:26])=[O:25])[CH:15]=3)[CH2:10]2)[CH:5]=[C:6]([Cl:8])[CH:7]=1.[OH-].[Na+].Cl. Product: [Cl:8][C:6]1[CH:5]=[C:4]([C:9]2([C:27]([F:29])([F:30])[F:28])[CH2:13][CH2:12][N:11]([C:14]3[CH:23]=[CH:22][C:17]([C:18]([OH:20])=[O:19])=[C:16]([N+:24]([O-:26])=[O:25])[CH:15]=3)[CH2:10]2)[CH:3]=[C:2]([Cl:1])[CH:7]=1. The catalyst class is: 12. (3) Reactant: Cl.[F:2][C:3]1[CH:8]=[CH:7][C:6]([CH:9]([OH:23])[CH:10]([NH2:22])[CH2:11][C:12]2[CH:17]=[CH:16][C:15]([C:18]([F:21])([F:20])[F:19])=[CH:14][CH:13]=2)=[CH:5][CH:4]=1.[CH:24]1([C:30](Cl)=[O:31])[CH2:29][CH2:28][CH2:27][CH2:26][CH2:25]1.C(=O)([O-])O.[Na+]. Product: [F:2][C:3]1[CH:4]=[CH:5][C:6]([CH:9]([OH:23])[CH:10]([NH:22][C:30]([CH:24]2[CH2:29][CH2:28][CH2:27][CH2:26][CH2:25]2)=[O:31])[CH2:11][C:12]2[CH:17]=[CH:16][C:15]([C:18]([F:21])([F:20])[F:19])=[CH:14][CH:13]=2)=[CH:7][CH:8]=1. The catalyst class is: 84. (4) The catalyst class is: 6. Reactant: C(=O)([O-])[O-].[K+].[K+].CN(C)C=O.[OH:12][C:13]1[CH:14]=[CH:15][C:16]([C:19]([O:21][CH3:22])=[O:20])=[N:17][CH:18]=1.Cl[C:24]([F:29])([F:28])C([O-])=O.[Na+]. Product: [F:28][CH:24]([F:29])[O:12][C:13]1[CH:14]=[CH:15][C:16]([C:19]([O:21][CH3:22])=[O:20])=[N:17][CH:18]=1. (5) Reactant: [Br:1][C:2]1[CH:3]=[C:4]([CH:7]=O)[S:5][CH:6]=1.C(O)(=O)[CH2:10][C:11]([OH:13])=[O:12].N1CCCCC1.Cl. Product: [Br:1][C:2]1[CH:3]=[C:4]([CH:7]=[CH:10][C:11]([OH:13])=[O:12])[S:5][CH:6]=1. The catalyst class is: 17. (6) Reactant: [CH2:1]([C:3]1[CH:4]=[C:5]([CH:9]=[C:10]([CH3:20])[C:11]=1OS(C(F)(F)F)(=O)=O)[C:6]([OH:8])=[O:7])[CH3:2].[C:21]([O:25][C:26]([CH3:29])([CH3:28])[CH3:27])(=[O:24])[CH:22]=[CH2:23].[CH3:30]CN(CC)CC.[CH:60]1[CH:65]=[CH:64][C:63](P([C:60]2[CH:65]=[CH:64][CH:63]=[CH:62][CH:61]=2)CCCP([C:60]2[CH:65]=[CH:64][CH:63]=[CH:62][CH:61]=2)[C:60]2[CH:65]=[CH:64][CH:63]=[CH:62][CH:61]=2)=[CH:62][CH:61]=1. Product: [CH2:30]([O:8][C:6](=[O:7])[C:5]1[CH:9]=[C:10]([CH3:20])[C:11]([CH:23]=[CH:22][C:21]([O:25][C:26]([CH3:29])([CH3:28])[CH3:27])=[O:24])=[C:3]([CH2:1][CH3:2])[CH:4]=1)[C:60]1[CH:61]=[CH:62][CH:63]=[CH:64][CH:65]=1. The catalyst class is: 416.